This data is from Full USPTO retrosynthesis dataset with 1.9M reactions from patents (1976-2016). The task is: Predict the reactants needed to synthesize the given product. (1) Given the product [CH2:23]([NH:22][C:10](=[O:12])[CH:9]([CH3:13])[CH2:8][C:5]1[CH:4]=[CH:3][C:2]([I:1])=[CH:7][CH:6]=1)[CH3:24], predict the reactants needed to synthesize it. The reactants are: [I:1][C:2]1[CH:7]=[CH:6][C:5]([CH2:8][CH:9]([CH3:13])[C:10]([OH:12])=O)=[CH:4][CH:3]=1.CN(C(O[N:22]1N=N[C:24]2C=CC=C[C:23]1=2)=[N+](C)C)C.[B-](F)(F)(F)F.CCN(C(C)C)C(C)C.C(N)C. (2) Given the product [F:29][C:28]([F:31])([F:30])[S:25]([O:17][C:11]1[CH:10]=[C:9]([O:8][CH2:1][C:2]2[CH:3]=[CH:4][CH:5]=[CH:6][CH:7]=2)[CH:16]=[CH:15][C:12]=1[CH:13]=[O:14])(=[O:27])=[O:26], predict the reactants needed to synthesize it. The reactants are: [CH2:1]([O:8][C:9]1[CH:16]=[CH:15][C:12]([CH:13]=[O:14])=[C:11]([OH:17])[CH:10]=1)[C:2]1[CH:7]=[CH:6][CH:5]=[CH:4][CH:3]=1.C1C=CC(N([S:25]([C:28]([F:31])([F:30])[F:29])(=[O:27])=[O:26])[S:25]([C:28]([F:31])([F:30])[F:29])(=[O:27])=[O:26])=CC=1.C(N(CC)CC)C. (3) The reactants are: [OH-].[Na+].[Cl:3][C:4]1[CH:5]=[C:6]2[C:12](/[CH:13]=[C:14]3/[C:15](=[O:20])[NH:16][C:17](=[S:19])[NH:18]/3)=[CH:11][NH:10][C:7]2=[N:8][CH:9]=1.[CH3:21]I. Given the product [Cl:3][C:4]1[CH:5]=[C:6]2[C:12](/[CH:13]=[C:14]3/[C:15](=[O:20])[NH:16][C:17]([S:19][CH3:21])=[N:18]/3)=[CH:11][NH:10][C:7]2=[N:8][CH:9]=1, predict the reactants needed to synthesize it.